The task is: Predict the reactants needed to synthesize the given product.. This data is from Full USPTO retrosynthesis dataset with 1.9M reactions from patents (1976-2016). (1) Given the product [N:2]1([CH:8]2[CH2:9][CH2:10][N:11]([C:14]([Cl:16])=[O:15])[CH2:12][CH2:13]2)[CH2:3][CH2:4][CH2:5][CH2:6][CH2:7]1, predict the reactants needed to synthesize it. The reactants are: Cl.[N:2]1([CH:8]2[CH2:13][CH2:12][N:11]([C:14]([Cl:16])=[O:15])[CH2:10][CH2:9]2)[CH2:7][CH2:6][CH2:5][CH2:4][CH2:3]1.C([O-])([O-])=O.[K+].[K+]. (2) The reactants are: O.[NH2:2][NH2:3].[C:4]([O:8][C:9](=[O:24])[NH:10][C:11]([C:17]1[CH:22]=[CH:21][CH:20]=[C:19]([Br:23])[CH:18]=1)([CH3:16])[C:12](=O)[C:13]#[CH:14])([CH3:7])([CH3:6])[CH3:5]. Given the product [C:4]([O:8][C:9](=[O:24])[NH:10][C:11]([C:17]1[CH:22]=[CH:21][CH:20]=[C:19]([Br:23])[CH:18]=1)([C:12]1[CH:13]=[CH:14][NH:3][N:2]=1)[CH3:16])([CH3:7])([CH3:6])[CH3:5], predict the reactants needed to synthesize it. (3) Given the product [O:13]=[C:9]1[CH2:10][CH2:11][CH2:12][N:8]1[C:5]1[CH:6]=[CH:7][C:2]([NH:1][C:24](=[O:25])[O:26][CH2:27][C:28]2[CH:33]=[CH:32][CH:31]=[CH:30][CH:29]=2)=[CH:3][CH:4]=1, predict the reactants needed to synthesize it. The reactants are: [NH2:1][C:2]1[CH:7]=[CH:6][C:5]([N:8]2[CH2:12][CH2:11][CH2:10][C:9]2=[O:13])=[CH:4][CH:3]=1.CN(C)C1C=CC=CC=1.Cl[C:24]([O:26][CH2:27][C:28]1[CH:33]=[CH:32][CH:31]=[CH:30][CH:29]=1)=[O:25].C(OCC)(=O)C. (4) Given the product [C:1]12([NH:11][C:12]([C:14]3[N:15]=[C:16]([C:26]4[CH:25]=[N:24][CH:29]=[CH:28][CH:27]=4)[N:17]4[CH:22]=[CH:21][CH:20]=[CH:19][C:18]=34)=[O:13])[CH2:10][CH:5]3[CH2:6][CH:7]([CH2:9][CH:3]([CH2:4]3)[CH2:2]1)[CH2:8]2, predict the reactants needed to synthesize it. The reactants are: [C:1]12([NH:11][C:12]([C:14]3[N:15]=[C:16](Br)[N:17]4[CH:22]=[CH:21][CH:20]=[CH:19][C:18]=34)=[O:13])[CH2:10][CH:5]3[CH2:6][CH:7]([CH2:9][CH:3]([CH2:4]3)[CH2:2]1)[CH2:8]2.[N:24]1[CH:29]=[CH:28][CH:27]=[C:26](B(O)O)[CH:25]=1.C([O-])([O-])=O.[Na+].[Na+]. (5) Given the product [Br:1][C:2]1[CH:10]=[CH:9][C:5]([C:6]([N:23]2[CH2:24][CH2:25][N:20]([C:17]3[C:16]([CH3:26])=[CH:15][C:14]([CH2:12][CH3:13])=[CH:19][N:18]=3)[CH2:21][CH2:22]2)=[O:8])=[C:4]([CH3:11])[CH:3]=1, predict the reactants needed to synthesize it. The reactants are: [Br:1][C:2]1[CH:10]=[CH:9][C:5]([C:6]([OH:8])=O)=[C:4]([CH3:11])[CH:3]=1.[CH2:12]([C:14]1[CH:15]=[C:16]([CH3:26])[C:17]([N:20]2[CH2:25][CH2:24][NH:23][CH2:22][CH2:21]2)=[N:18][CH:19]=1)[CH3:13].